Dataset: Catalyst prediction with 721,799 reactions and 888 catalyst types from USPTO. Task: Predict which catalyst facilitates the given reaction. (1) Reactant: Cl[C:2]1[C:7]([N+:8]([O-:10])=[O:9])=[CH:6][C:5]([N+:11]([O-:13])=[O:12])=[CH:4][N:3]=1.[NH:14]1[CH2:20][CH2:19][CH2:18][CH2:17][CH2:16][CH2:15]1. Product: [N:14]1([C:2]2[C:7]([N+:8]([O-:10])=[O:9])=[CH:6][C:5]([N+:11]([O-:13])=[O:12])=[CH:4][N:3]=2)[CH2:20][CH2:19][CH2:18][CH2:17][CH2:16][CH2:15]1. The catalyst class is: 1. (2) Reactant: C[O:2][C:3](=O)[C:4]1[CH:9]=[C:8]([N:10]2[CH2:14][CH2:13][CH2:12][CH2:11]2)[CH:7]=[CH:6][C:5]=1[C:15]1[S:16][C:17]2[CH:23]([OH:24])[CH2:22][CH2:21][CH2:20][C:18]=2[N:19]=1.[H-].[H-].[H-].[H-].[Li+].[Al+3]. Product: [OH:2][CH2:3][C:4]1[CH:9]=[C:8]([N:10]2[CH2:14][CH2:13][CH2:12][CH2:11]2)[CH:7]=[CH:6][C:5]=1[C:15]1[S:16][C:17]2[CH:23]([OH:24])[CH2:22][CH2:21][CH2:20][C:18]=2[N:19]=1. The catalyst class is: 1. (3) Reactant: [OH:1][C:2]1[CH:7]=[CH:6][C:5]([N:8]2[C:16]3[C:11](=[CH:12][CH:13]=[CH:14][CH:15]=3)[C:10]([C:17](=O)[CH3:18])=[C:9]2[C:20]2[CH:25]=[CH:24][CH:23]=[CH:22][CH:21]=2)=[CH:4][CH:3]=1.Cl.[NH2:27][OH:28].N1C=CC=CC=1. Product: [OH:1][C:2]1[CH:7]=[CH:6][C:5]([N:8]2[C:16]3[C:11](=[CH:12][CH:13]=[CH:14][CH:15]=3)[C:10]([C:17](=[N:27][OH:28])[CH3:18])=[C:9]2[C:20]2[CH:25]=[CH:24][CH:23]=[CH:22][CH:21]=2)=[CH:4][CH:3]=1. The catalyst class is: 14. (4) Reactant: N[C:2]1C=C(Br)C=CC=1C(OC)=O.[Br:13][C:14]1[CH:22]=[CH:21][C:17]([C:18]([OH:20])=[O:19])=[C:16]([N+:23]([O-:25])=[O:24])[CH:15]=1.N1(C2CCCCCCCCCC2)CCCNCCCCCC1.CI. Product: [Br:13][C:14]1[CH:22]=[CH:21][C:17]([C:18]([O:20][CH3:2])=[O:19])=[C:16]([N+:23]([O-:25])=[O:24])[CH:15]=1. The catalyst class is: 18. (5) Reactant: [CH:1]1([CH2:4][O:5][C:6]2[CH:11]=[C:10]([O:12][CH2:13][CH2:14][O:15][CH3:16])[CH:9]=[CH:8][C:7]=2/[CH:17]=[CH:18]/[C:19]([O:21][CH2:22][CH3:23])=[O:20])[CH2:3][CH2:2]1. Product: [CH:1]1([CH2:4][O:5][C:6]2[CH:11]=[C:10]([O:12][CH2:13][CH2:14][O:15][CH3:16])[CH:9]=[CH:8][C:7]=2[CH2:17][CH2:18][C:19]([O:21][CH2:22][CH3:23])=[O:20])[CH2:3][CH2:2]1. The catalyst class is: 481. (6) Reactant: [CH2:1]([O:5][C:6]1[CH:11]=[CH:10][C:9]([S:12][CH2:13][C:14]2([C:27]([O:29]CC)=[O:28])[CH2:19][CH2:18][N:17]([C:20]([O:22][C:23]([CH3:26])([CH3:25])[CH3:24])=[O:21])[CH2:16][CH2:15]2)=[CH:8][CH:7]=1)[C:2]#[C:3][CH3:4].[OH-].[Na+].C1COCC1. Product: [C:23]([O:22][C:20]([N:17]1[CH2:18][CH2:19][C:14]([CH2:13][S:12][C:9]2[CH:10]=[CH:11][C:6]([O:5][CH2:1][C:2]#[C:3][CH3:4])=[CH:7][CH:8]=2)([C:27]([OH:29])=[O:28])[CH2:15][CH2:16]1)=[O:21])([CH3:26])([CH3:25])[CH3:24]. The catalyst class is: 5. (7) Reactant: [CH3:1][C:2]1[CH:6]=[C:5]([CH2:7][C:8]([O:10][CH3:11])=[O:9])[O:4][N:3]=1.[H-].[Na+].Br[CH2:15][CH2:16]Br.C(=O)(O)[O-].[Na+]. Product: [CH3:1][C:2]1[CH:6]=[C:5]([C:7]2([C:8]([O:10][CH3:11])=[O:9])[CH2:16][CH2:15]2)[O:4][N:3]=1. The catalyst class is: 9. (8) Reactant: Br[C:2]1[S:10][C:9]2[C:8](=[O:11])[NH:7][C:6]([CH3:13])([CH3:12])[N:5]([CH3:14])[C:4]=2[CH:3]=1.[CH3:15][C:16]1[C:20](B2OC(C)(C)C(C)(C)O2)=[C:19]([CH3:30])[NH:18][N:17]=1.C(=O)([O-])[O-].[Na+].[Na+].COCCOC. Product: [CH3:15][C:16]1[C:20]([C:2]2[S:10][C:9]3[C:8](=[O:11])[NH:7][C:6]([CH3:13])([CH3:12])[N:5]([CH3:14])[C:4]=3[CH:3]=2)=[C:19]([CH3:30])[NH:18][N:17]=1. The catalyst class is: 6. (9) Reactant: [ClH:1].CC(=O)OCC.[CH3:8][N:9]([CH3:23])[C@@H:10]1[CH2:15][CH2:14][CH2:13][N:12](C(OC(C)(C)C)=O)[CH2:11]1. Product: [ClH:1].[ClH:1].[CH3:8][N:9]([CH3:23])[C@@H:10]1[CH2:15][CH2:14][CH2:13][NH:12][CH2:11]1. The catalyst class is: 425.